From a dataset of Full USPTO retrosynthesis dataset with 1.9M reactions from patents (1976-2016). Predict the reactants needed to synthesize the given product. (1) Given the product [C@H:11]1([O:34][CH2:35][C@H:36]2[O:40][C@H:39]([CH:41]([CH3:51])[CH2:42][CH2:43][CH2:44][CH2:45][CH2:46][CH2:47][CH2:48][CH:49]=[CH2:50])[C@@H:38]([OH:52])[C@@H:37]2[OH:53])[O:12][C@H:13]([CH2:24][OH:25])[C@@H:14]([OH:15])[C@@H:10]1[OH:9], predict the reactants needed to synthesize it. The reactants are: C([O:9][C@H:10]1[C@H:14]([O:15]C(=O)C2C=CC=CC=2)[C@@H:13]([CH2:24][O:25]C(=O)C2C=CC=CC=2)[O:12][C@@H:11]1[O:34][CH2:35][C@H:36]1[O:40][C@H:39]([CH:41]([CH3:51])[CH2:42][CH2:43][CH2:44][CH2:45][CH2:46][CH2:47][CH2:48][CH:49]=[CH2:50])[C@@H:38]([OH:52])[C@@H:37]1[OH:53])(=O)C1C=CC=CC=1. (2) Given the product [OH:1][C@@H:2]1[CH2:29][C@H:28]2[C@:23]([CH3:36])([CH2:24][CH2:25][C@@H:26]([O:30][CH2:31][CH:32]([OH:35])[CH2:33][NH:34][C:39]([O:41][CH2:42][CH:43]3[C:44]4[C:49](=[CH:48][CH:47]=[CH:46][CH:45]=4)[C:50]4[C:55]3=[CH:54][CH:53]=[CH:52][CH:51]=4)=[O:40])[CH2:27]2)[C@@H:22]2[C@@H:3]1[C@H:4]1[C@:19]([CH3:38])([C@@H:20]([OH:37])[CH2:21]2)[C@@H:7]([C@H:8]([CH3:18])[CH2:9][CH2:10][C:11]([O:13][C:14]([CH3:15])([CH3:16])[CH3:17])=[O:12])[CH2:6][CH2:5]1, predict the reactants needed to synthesize it. The reactants are: [OH:1][C@@H:2]1[CH2:29][C@H:28]2[C@:23]([CH3:36])([CH2:24][CH2:25][C@@H:26]([O:30][CH2:31][CH:32]([OH:35])[CH2:33][NH2:34])[CH2:27]2)[C@@H:22]2[C@@H:3]1[C@H:4]1[C@:19]([CH3:38])([C@@H:20]([OH:37])[CH2:21]2)[C@@H:7]([C@H:8]([CH3:18])[CH2:9][CH2:10][C:11]([O:13][C:14]([CH3:17])([CH3:16])[CH3:15])=[O:12])[CH2:6][CH2:5]1.[C:39](ON1C(=O)CCC1=O)([O:41][CH2:42][CH:43]1[C:55]2[C:50](=[CH:51][CH:52]=[CH:53][CH:54]=2)[C:49]2[C:44]1=[CH:45][CH:46]=[CH:47][CH:48]=2)=[O:40].CCN(C(C)C)C(C)C.C(Cl)Cl. (3) Given the product [Cl:1][C:2]1[C:7]([Cl:8])=[CH:6][CH:5]=[CH:4][C:3]=1[N:9]1[CH2:14][CH2:13][N:12]([CH2:15][CH2:16][CH2:17][CH2:18][CH2:19][C:20]2[N:29]=[C:28]3[C:23]([C:24]([CH3:31])=[CH:25][C:26](=[O:30])[NH:27]3)=[CH:22][CH:21]=2)[CH2:11][CH2:10]1, predict the reactants needed to synthesize it. The reactants are: [Cl:1][C:2]1[C:7]([Cl:8])=[CH:6][CH:5]=[CH:4][C:3]=1[N:9]1[CH2:14][CH2:13][N:12]([CH2:15][CH2:16][CH2:17][CH:18]=[CH:19][C:20]2[N:29]=[C:28]3[C:23]([C:24]([CH3:31])=[CH:25][C:26](=[O:30])[NH:27]3)=[CH:22][CH:21]=2)[CH2:11][CH2:10]1. (4) Given the product [CH:18]1([CH2:23][C@@H:24]([C:25]([NH:17][NH:16][C:3]2[C:2]([F:1])=[C:7]([NH:8][CH2:9][C:10]3[S:11][CH:12]=[CH:13][N:14]=3)[N:6]=[C:5]([CH3:15])[N:4]=2)=[O:26])[CH2:28][N:29]([O:30][CH:31]2[CH2:36][CH2:35][CH2:34][CH2:33][O:32]2)[CH:37]=[O:38])[CH2:22][CH2:21][CH2:20][CH2:19]1, predict the reactants needed to synthesize it. The reactants are: [F:1][C:2]1[C:3]([NH:16][NH2:17])=[N:4][C:5]([CH3:15])=[N:6][C:7]=1[NH:8][CH2:9][C:10]1[S:11][CH:12]=[CH:13][N:14]=1.[CH:18]1([CH2:23][C@H:24]([CH2:28][N:29]([CH:37]=[O:38])[O:30][CH:31]2[CH2:36][CH2:35][CH2:34][CH2:33][O:32]2)[C:25](O)=[O:26])[CH2:22][CH2:21][CH2:20][CH2:19]1.C1C=NC2N(O)N=NC=2C=1.CN1CCOCC1.C(Cl)CCl. (5) Given the product [Br:3][C:4]1[CH:5]=[C:6]([CH2:11][C:12]([OH:14])=[O:1])[CH:7]=[C:8]([CH3:10])[CH:9]=1, predict the reactants needed to synthesize it. The reactants are: [OH-:1].[K+].[Br:3][C:4]1[CH:5]=[C:6]([CH2:11][C:12]#N)[CH:7]=[C:8]([CH3:10])[CH:9]=1.[OH2:14]. (6) Given the product [CH3:34][C:31]([C:28]1[CH:27]=[CH:26][C:25]([NH:24][C:14]2[C:13]3[C:18](=[CH:19][CH:20]=[C:11]([C:3]4[CH:2]=[N:1][CH:6]=[CH:5][CH:4]=4)[CH:12]=3)[N:17]=[CH:16][C:15]=2[N+:21]([O-:23])=[O:22])=[CH:30][CH:29]=1)([CH3:35])[C:32]#[N:33], predict the reactants needed to synthesize it. The reactants are: [N:1]1[CH:6]=[CH:5][CH:4]=[C:3](B(O)O)[CH:2]=1.Br[C:11]1[CH:12]=[C:13]2[C:18](=[CH:19][CH:20]=1)[N:17]=[CH:16][C:15]([N+:21]([O-:23])=[O:22])=[C:14]2[NH:24][C:25]1[CH:30]=[CH:29][C:28]([C:31]([CH3:35])([CH3:34])[C:32]#[N:33])=[CH:27][CH:26]=1.C([O-])([O-])=O.[K+].[K+].